Dataset: Peptide-MHC class I binding affinity with 185,985 pairs from IEDB/IMGT. Task: Regression. Given a peptide amino acid sequence and an MHC pseudo amino acid sequence, predict their binding affinity value. This is MHC class I binding data. (1) The peptide sequence is SSMNSDAAY. The MHC is HLA-A30:01 with pseudo-sequence HLA-A30:01. The binding affinity (normalized) is 0.0847. (2) The peptide sequence is MTYLDGHPV. The MHC is HLA-B53:01 with pseudo-sequence HLA-B53:01. The binding affinity (normalized) is 0.213. (3) The binding affinity (normalized) is 0.486. The MHC is HLA-B27:20 with pseudo-sequence HLA-B27:20. The peptide sequence is RVMAIFMAL.